This data is from NCI-60 drug combinations with 297,098 pairs across 59 cell lines. The task is: Regression. Given two drug SMILES strings and cell line genomic features, predict the synergy score measuring deviation from expected non-interaction effect. (1) Drug 1: C1=C(C(=O)NC(=O)N1)F. Drug 2: CCC1(CC2CC(C3=C(CCN(C2)C1)C4=CC=CC=C4N3)(C5=C(C=C6C(=C5)C78CCN9C7C(C=CC9)(C(C(C8N6C=O)(C(=O)OC)O)OC(=O)C)CC)OC)C(=O)OC)O.OS(=O)(=O)O. Cell line: OVCAR-5. Synergy scores: CSS=27.7, Synergy_ZIP=-3.69, Synergy_Bliss=-0.380, Synergy_Loewe=-1.86, Synergy_HSA=-1.59. (2) Drug 1: C1CCC(C1)C(CC#N)N2C=C(C=N2)C3=C4C=CNC4=NC=N3. Drug 2: CCCCC(=O)OCC(=O)C1(CC(C2=C(C1)C(=C3C(=C2O)C(=O)C4=C(C3=O)C=CC=C4OC)O)OC5CC(C(C(O5)C)O)NC(=O)C(F)(F)F)O. Cell line: KM12. Synergy scores: CSS=31.0, Synergy_ZIP=-1.82, Synergy_Bliss=-0.0694, Synergy_Loewe=1.11, Synergy_HSA=1.54. (3) Drug 1: C1=CC(=CC=C1CCCC(=O)O)N(CCCl)CCCl. Drug 2: C1CC(C1)(C(=O)O)C(=O)O.[NH2-].[NH2-].[Pt+2]. Cell line: MCF7. Synergy scores: CSS=30.2, Synergy_ZIP=-12.5, Synergy_Bliss=-7.11, Synergy_Loewe=-3.43, Synergy_HSA=-2.07. (4) Drug 1: C1=CC(=CC=C1CCCC(=O)O)N(CCCl)CCCl. Drug 2: CC1C(C(CC(O1)OC2CC(CC3=C2C(=C4C(=C3O)C(=O)C5=CC=CC=C5C4=O)O)(C(=O)C)O)N)O. Cell line: K-562. Synergy scores: CSS=31.9, Synergy_ZIP=4.75, Synergy_Bliss=2.11, Synergy_Loewe=-18.8, Synergy_HSA=1.99. (5) Drug 1: CC(C)CN1C=NC2=C1C3=CC=CC=C3N=C2N. Drug 2: C(CN)CNCCSP(=O)(O)O. Cell line: UO-31. Synergy scores: CSS=9.34, Synergy_ZIP=-5.01, Synergy_Bliss=-6.40, Synergy_Loewe=-0.962, Synergy_HSA=-3.10. (6) Drug 1: C1CC2CC3=C(CC1C24CN(S(=O)(=O)N4)CC(F)(F)F)C=CC(=C3)C=CCN5CCC(CC5)C(F)(F)F. Synergy scores: CSS=35.3, Synergy_ZIP=-3.40, Synergy_Bliss=-0.580, Synergy_Loewe=2.34, Synergy_HSA=5.44. Cell line: T-47D. Drug 2: CC1=C(C(=O)C2=C(C1=O)N3CC4C(C3(C2COC(=O)N)OC)N4)N.